Dataset: Full USPTO retrosynthesis dataset with 1.9M reactions from patents (1976-2016). Task: Predict the reactants needed to synthesize the given product. (1) Given the product [CH3:1][C:2]1([CH2:23][N:25]2[CH2:29][CH2:28][CH2:27][CH2:26]2)[CH2:6][O:5][C:4]([C:7]2[CH:12]=[CH:11][C:10]([O:13][CH2:14][CH2:15][CH2:16][N:17]3[CH2:21][CH2:20][CH2:19][CH:18]3[CH3:22])=[N:9][CH:8]=2)=[N:3]1, predict the reactants needed to synthesize it. The reactants are: [CH3:1][C:2]1([CH:23]=O)[CH2:6][O:5][C:4]([C:7]2[CH:8]=[N:9][C:10]([O:13][CH2:14][CH2:15][CH2:16][N:17]3[CH2:21][CH2:20][CH2:19][CH:18]3[CH3:22])=[CH:11][CH:12]=2)=[N:3]1.[NH:25]1[CH2:29][CH2:28][CH2:27][CH2:26]1.C(O[BH-](OC(=O)C)OC(=O)C)(=O)C.[Na+].O. (2) Given the product [N+:12]([C:4]1[CH:3]=[C:2]([C:15]2[CH:20]=[CH:19][CH:18]=[CH:17][CH:16]=2)[CH:11]=[CH:10][C:5]=1[C:6]([O:8][CH3:9])=[O:7])([O-:14])=[O:13], predict the reactants needed to synthesize it. The reactants are: Cl[C:2]1[CH:11]=[CH:10][C:5]([C:6]([O:8][CH3:9])=[O:7])=[C:4]([N+:12]([O-:14])=[O:13])[CH:3]=1.[C:15]1(B(O)O)[CH:20]=[CH:19][CH:18]=[CH:17][CH:16]=1.[F-].[Cs+].O. (3) Given the product [CH3:1][O:2][C:3](=[O:14])[CH:4]=[CH:5][C:6]1[CH:11]=[CH:10][C:9]([CH3:12])=[CH:8][C:7]=1[CH3:13], predict the reactants needed to synthesize it. The reactants are: [CH3:1][O:2][C:3](=[O:14])[CH2:4][CH2:5][C:6]1[CH:11]=[CH:10][C:9]([CH3:12])=[CH:8][C:7]=1[CH3:13].